From a dataset of Full USPTO retrosynthesis dataset with 1.9M reactions from patents (1976-2016). Predict the reactants needed to synthesize the given product. (1) The reactants are: [CH3:1][N:2]([CH3:24])[C:3]1[C:8]([CH3:9])=[CH:7][C:6]([PH:10](=O)[C:11]2[CH:16]=[C:15]([CH3:17])[C:14]([N:18]([CH3:20])[CH3:19])=[C:13]([CH3:21])[CH:12]=2)=[CH:5][C:4]=1[CH3:23].[BH3:25].O1CCCC1. Given the product [CH3:24][N:2]([CH3:1])[C:3]1[C:8]([CH3:9])=[CH:7][C:6]([PH:10][C:11]2[CH:16]=[C:15]([CH3:17])[C:14]([N:18]([CH3:19])[CH3:20])=[C:13]([CH3:21])[CH:12]=2)=[CH:5][C:4]=1[CH3:23].[BH3:25], predict the reactants needed to synthesize it. (2) Given the product [C:1]([O:5][C:6]([N:8]1[CH2:12][CH2:11][CH2:10][CH:9]1[C:13]1[NH:14][C:15]([C:18]2[CH:23]=[CH:22][C:21]([Br:24])=[C:20]([CH2:25][OH:26])[CH:19]=2)=[CH:16][N:17]=1)=[O:7])([CH3:4])([CH3:2])[CH3:3], predict the reactants needed to synthesize it. The reactants are: [C:1]([O:5][C:6]([N:8]1[CH2:12][CH2:11][CH2:10][CH:9]1[C:13]1[NH:14][C:15]([C:18]2[CH:23]=[CH:22][C:21]([Br:24])=[C:20]([C:25](OC)=[O:26])[CH:19]=2)=[CH:16][N:17]=1)=[O:7])([CH3:4])([CH3:3])[CH3:2].CC(C[AlH]CC(C)C)C.C1COCC1. (3) Given the product [CH:49]1([C:41]2[N:40]=[C:39]([C:13]3[C:12]4[C:16](=[CH:17][CH:18]=[C:10]([C:7]5[O:6][C:5]([NH:4][CH:1]([CH3:2])[CH3:3])=[N:9][N:8]=5)[CH:11]=4)[N:15]([S:19]([C:22]4[CH:28]=[CH:27][C:25]([CH3:26])=[CH:24][CH:23]=4)(=[O:20])=[O:21])[CH:14]=3)[N:44]=[C:43]([C:45]([O:47][CH3:48])=[O:46])[CH:42]=2)[CH2:50][CH2:51]1, predict the reactants needed to synthesize it. The reactants are: [CH:1]([NH:4][C:5]1[O:6][C:7]([C:10]2[CH:11]=[C:12]3[C:16](=[CH:17][CH:18]=2)[N:15]([S:19]([C:22]2[CH:28]=[CH:27][C:25]([CH3:26])=[CH:24][CH:23]=2)(=[O:21])=[O:20])[CH:14]=[C:13]3B2OC(C)(C)C(C)(C)O2)=[N:8][N:9]=1)([CH3:3])[CH3:2].Cl[C:39]1[N:44]=[C:43]([C:45]([O:47][CH3:48])=[O:46])[CH:42]=[C:41]([CH:49]2[CH2:51][CH2:50]2)[N:40]=1.P([O-])([O-])([O-])=O.[K+].[K+].[K+].C1(P(C2CCCCC2)C2C=CC=CC=2C2C(C(C)C)=CC(C(C)C)=CC=2C(C)C)CCCCC1. (4) Given the product [NH2:12][CH:8]([OH:11])[CH2:9][CH3:10].[ClH:26].[C:13]([O:16][C:17]1[C:18](=[CH:22][CH:23]=[CH:24][CH:25]=1)[C:19]([OH:21])=[O:20])(=[O:15])[CH3:14], predict the reactants needed to synthesize it. The reactants are: C([C:8]([NH2:12])([OH:11])[CH2:9][CH3:10])(OC(C)(C)C)=O.[C:13]([O:16][C:17]1[C:18](=[CH:22][CH:23]=[CH:24][CH:25]=1)[C:19]([OH:21])=[O:20])(=[O:15])[CH3:14].[ClH:26].C(OCC)(=O)C.C(OCC)C. (5) Given the product [Br:1][C:2]1[CH:3]=[C:4]2[N:10]=[CH:9][N:8]([C:11]3[CH:12]=[C:13]([NH:25][S:34]([CH2:32][CH3:33])(=[O:36])=[O:35])[CH:14]=[C:15]([C:17]4[CH:22]=[CH:21][C:20]([F:23])=[CH:19][C:18]=4[F:24])[CH:16]=3)[C:5]2=[N:6][CH:7]=1, predict the reactants needed to synthesize it. The reactants are: [Br:1][C:2]1[CH:3]=[C:4]2[N:10]=[CH:9][N:8]([C:11]3[CH:12]=[C:13]([NH2:25])[CH:14]=[C:15]([C:17]4[CH:22]=[CH:21][C:20]([F:23])=[CH:19][C:18]=4[F:24])[CH:16]=3)[C:5]2=[N:6][CH:7]=1.N1C=CC=CC=1.[CH2:32]([S:34](Cl)(=[O:36])=[O:35])[CH3:33]. (6) Given the product [C:32]([O:31][C:27](=[O:30])/[CH:28]=[CH:29]/[C:2]1[CH:3]=[CH:4][C:5]([NH:12][C:13](=[O:19])[C:14]([O:16][CH2:17][CH3:18])=[O:15])=[C:6]([CH:11]=1)[C:7]([O:9][CH3:10])=[O:8])([CH3:35])([CH3:34])[CH3:33], predict the reactants needed to synthesize it. The reactants are: Br[C:2]1[CH:3]=[CH:4][C:5]([NH:12][C:13](=[O:19])[C:14]([O:16][CH2:17][CH3:18])=[O:15])=[C:6]([CH:11]=1)[C:7]([O:9][CH3:10])=[O:8].C(N(CC)CC)C.[C:27]([O:31][C:32]([CH3:35])([CH3:34])[CH3:33])(=[O:30])[CH:28]=[CH2:29].O. (7) Given the product [NH2:22][C:21]1[NH:23][C:14](=[O:16])[C:13]2[CH2:12][CH2:11][CH2:10][NH:9][C:8]=2[N:20]=1, predict the reactants needed to synthesize it. The reactants are: [O-]CC.[Na+].C(O[C:8]1[CH:13]([C:14]([O:16]CC)=O)[CH2:12][CH2:11][CH2:10][N:9]=1)C.Cl.[NH2:20][C:21]([NH2:23])=[NH:22]. (8) Given the product [N:7]1[CH:12]=[CH:11][CH:10]=[C:9]([NH:13][CH2:14][CH:16]2[NH:21][CH2:20][CH2:19][N:18]([C:22]([O:24][C:25]([CH3:28])([CH3:27])[CH3:26])=[O:23])[CH2:17]2)[CH:8]=1, predict the reactants needed to synthesize it. The reactants are: B.C1COCC1.[N:7]1[CH:12]=[CH:11][CH:10]=[C:9]([NH:13][C:14]([CH:16]2[NH:21][CH2:20][CH2:19][N:18]([C:22]([O:24][C:25]([CH3:28])([CH3:27])[CH3:26])=[O:23])[CH2:17]2)=O)[CH:8]=1. (9) Given the product [NH:5]1[C:14]2[C:9](=[CH:10][CH:11]=[C:12]([CH2:15][C:16]([O:18][CH3:19])=[O:17])[CH:13]=2)[CH2:8][CH2:7][CH2:6]1, predict the reactants needed to synthesize it. The reactants are: S(Cl)(Cl)=O.[NH:5]1[C:14]2[C:9](=[CH:10][CH:11]=[C:12]([CH2:15][C:16]([OH:18])=[O:17])[CH:13]=2)[CH2:8][CH2:7][CH2:6]1.[CH3:19]O. (10) Given the product [C:15]([O:14][C:11](=[O:13])[CH2:12][CH:33]([C:23]1[C:24]([NH:26][C:27](=[O:32])[C:28]([CH3:30])([CH3:29])[CH3:31])=[N:25][C:20]([Cl:19])=[CH:21][CH:22]=1)[OH:34])([CH3:18])([CH3:17])[CH3:16], predict the reactants needed to synthesize it. The reactants are: C[Si](C)(C)N[Si](C)(C)C.[Li].[C:11]([O:14][C:15]([CH3:18])([CH3:17])[CH3:16])(=[O:13])[CH3:12].[Cl:19][C:20]1[N:25]=[C:24]([NH:26][C:27](=[O:32])[C:28]([CH3:31])([CH3:30])[CH3:29])[C:23]([CH:33]=[O:34])=[CH:22][CH:21]=1.O.